From a dataset of Full USPTO retrosynthesis dataset with 1.9M reactions from patents (1976-2016). Predict the reactants needed to synthesize the given product. (1) Given the product [S:1]1[C:5]([CH2:6][C:7]([OH:19])=[O:13])=[CH:4][C:3]2[CH:9]=[CH:10][CH:11]=[CH:12][C:2]1=2, predict the reactants needed to synthesize it. The reactants are: [S:1]1[C:5]([CH2:6][C:7]#N)=[CH:4][C:3]2[CH:9]=[CH:10][CH:11]=[CH:12][C:2]1=2.[OH-:13].[Na+].Cl.CCO.[OH2:19]. (2) Given the product [CH2:24]([O:26][C:27](=[O:51])[CH:28]([C:36]1[CH:41]=[CH:40][C:39]([C:2]2[CH:7]=[CH:6][C:5]([C:8]3[O:12][N:11]=[C:10]([CH3:13])[C:9]=3[CH2:14][S:15][CH2:16][CH2:17][C:18]3[CH:23]=[CH:22][CH:21]=[CH:20][CH:19]=3)=[CH:4][CH:3]=2)=[CH:38][CH:37]=1)[CH2:29][C:30]1[CH:31]=[CH:32][CH:33]=[CH:34][CH:35]=1)[CH3:25], predict the reactants needed to synthesize it. The reactants are: Br[C:2]1[CH:7]=[CH:6][C:5]([C:8]2[O:12][N:11]=[C:10]([CH3:13])[C:9]=2[CH2:14][S:15][CH2:16][CH2:17][C:18]2[CH:23]=[CH:22][CH:21]=[CH:20][CH:19]=2)=[CH:4][CH:3]=1.[CH2:24]([O:26][C:27](=[O:51])[CH:28]([C:36]1[CH:41]=[CH:40][C:39](B2OC(C)(C)C(C)(C)O2)=[CH:38][CH:37]=1)[CH2:29][C:30]1[CH:35]=[CH:34][CH:33]=[CH:32][CH:31]=1)[CH3:25]. (3) Given the product [F:42][C:2]([F:1])([F:41])[C:3]([C:30]1[NH:34][C:33]2[CH:35]=[CH:36][C:37]([C:39]#[N:40])=[CH:38][C:32]=2[N:31]=1)([O:28][CH3:29])[C:4]1[C:12]([S:13]([CH3:16])(=[O:15])=[O:14])=[CH:11][C:10]([CH3:17])=[C:9]2[C:5]=1[CH:6]=[CH:7][NH:8]2, predict the reactants needed to synthesize it. The reactants are: [F:1][C:2]([F:42])([F:41])[C:3]([C:30]1[NH:34][C:33]2[CH:35]=[CH:36][C:37]([C:39]#[N:40])=[CH:38][C:32]=2[N:31]=1)([O:28][CH3:29])[C:4]1[C:12]([S:13]([CH3:16])(=[O:15])=[O:14])=[CH:11][C:10]([CH3:17])=[C:9]2[C:5]=1[CH:6]=[CH:7][N:8]2S(C1C=CC(C)=CC=1)(=O)=O.[O-]CC.[Na+]. (4) Given the product [C:1]([C:5]1[C:10]2[CH2:11][CH2:12][O:13][C:9]=2[C:8]([C:1]([CH3:4])([CH3:3])[CH3:2])=[CH:7][C:6]=1[OH:14])([CH3:4])([CH3:2])[CH3:3], predict the reactants needed to synthesize it. The reactants are: [C:1]([C:5]1[C:10]2[CH2:11][CH2:12][O:13][C:9]=2[CH:8]=[CH:7][C:6]=1[OH:14])([CH3:4])([CH3:3])[CH3:2].CS([O-])(=O)=O.[OH-].[Na+]. (5) Given the product [CH3:23][O:22][C:20](=[O:21])[CH2:19][C@H:16]1[C:15]2[CH:24]=[CH:25][C:12]([O:11][C@H:9]3[C:10]4[C:6](=[C:5]([O:29][C:30]5[CH:38]=[CH:37][C:33]([CH2:34][C:35]#[N:36])=[CH:32][CH:31]=5)[CH:4]=[CH:3][C:2]=4[F:1])[CH2:7][CH2:8]3)=[CH:13][C:14]=2[O:18][CH2:17]1, predict the reactants needed to synthesize it. The reactants are: [F:1][C:2]1[CH:3]=[CH:4][C:5](B(O)O)=[C:6]2[C:10]=1[C@H:9]([O:11][C:12]1[CH:25]=[CH:24][C:15]3[C@H:16]([CH2:19][C:20]([O:22][CH3:23])=[O:21])[CH2:17][O:18][C:14]=3[CH:13]=1)[CH2:8][CH2:7]2.[OH:29][C:30]1[CH:38]=[CH:37][C:33]([CH2:34][C:35]#[N:36])=[CH:32][CH:31]=1.